This data is from Full USPTO retrosynthesis dataset with 1.9M reactions from patents (1976-2016). The task is: Predict the reactants needed to synthesize the given product. (1) Given the product [NH:1]([C:2]1[CH:7]=[CH:6][C:5]([C:8]2[C:9]([CH3:16])=[CH:10][C:11](=[O:15])[N:12]([CH3:14])[N:13]=2)=[CH:4][CH:3]=1)[NH2:17], predict the reactants needed to synthesize it. The reactants are: [NH2:1][C:2]1[CH:7]=[CH:6][C:5]([C:8]2[C:9]([CH3:16])=[CH:10][C:11](=[O:15])[N:12]([CH3:14])[N:13]=2)=[CH:4][CH:3]=1.[NH:17](C1C=CC(C2C(C)CC(=O)NN=2)=CC=1)N. (2) Given the product [NH2:1][C:2]1[C:10]([Cl:11])=[CH:9][C:5]([C:6]([O:8][CH2:14][CH3:15])=[O:7])=[C:4]([O:12][CH3:13])[CH:3]=1, predict the reactants needed to synthesize it. The reactants are: [NH2:1][C:2]1[C:10]([Cl:11])=[CH:9][C:5]([C:6]([OH:8])=[O:7])=[C:4]([O:12][CH3:13])[CH:3]=1.[CH2:14](O)[CH3:15].[OH-].[Na+]. (3) Given the product [NH2:26][C:24]1[S:25][C:21]([O:1][C:2]2[CH:3]=[CH:4][C:5]([C:8]3[CH:12]=[C:11]([C:13]([O:15][CH2:16][CH3:17])=[O:14])[O:10][N:9]=3)=[CH:6][CH:7]=2)=[CH:22][N:23]=1, predict the reactants needed to synthesize it. The reactants are: [OH:1][C:2]1[CH:7]=[CH:6][C:5]([C:8]2[CH:12]=[C:11]([C:13]([O:15][CH2:16][CH3:17])=[O:14])[O:10][N:9]=2)=[CH:4][CH:3]=1.[H-].[Na+].Br[C:21]1[S:25][C:24]([NH2:26])=[N:23][CH:22]=1. (4) Given the product [O:18]=[C:10]1[NH:11][C:12]2[CH:17]=[CH:16][CH:15]=[CH:14][C:13]=2[O:8][CH:9]1[CH2:19][C:21]1[CH:30]=[CH:29][C:24]([C:25]([O:27][CH3:28])=[O:26])=[CH:23][CH:22]=1, predict the reactants needed to synthesize it. The reactants are: CCN(CC)CC.[O:8]1[C:13]2[CH:14]=[CH:15][CH:16]=[CH:17][C:12]=2[NH:11][C:10](=[O:18])[CH2:9]1.[CH:19]([C:21]1[CH:30]=[CH:29][C:24]([C:25]([O:27][CH3:28])=[O:26])=[CH:23][CH:22]=1)=O. (5) Given the product [O:14]1[CH2:15][CH2:16][N:11]([C:10]2[C:5]3[N:6]([C:17]([C:18]4[CH:30]=[CH:29][C:21]([C:22]([O:24][C:25]([CH3:26])([CH3:27])[CH3:28])=[O:23])=[CH:20][CH:19]=4)=[C:3]([C:1]#[C:2][C:32]4[CH:41]=[CH:40][C:39]5[C:34](=[CH:35][CH:36]=[CH:37][CH:38]=5)[N:33]=4)[N:4]=3)[N:7]=[CH:8][CH:9]=2)[CH2:12][CH2:13]1, predict the reactants needed to synthesize it. The reactants are: [C:1]([C:3]1[N:4]=[C:5]2[C:10]([N:11]3[CH2:16][CH2:15][O:14][CH2:13][CH2:12]3)=[CH:9][CH:8]=[N:7][N:6]2[C:17]=1[C:18]1[CH:30]=[CH:29][C:21]([C:22]([O:24][C:25]([CH3:28])([CH3:27])[CH3:26])=[O:23])=[CH:20][CH:19]=1)#[CH:2].Br[C:32]1[CH:41]=[CH:40][C:39]2[C:34](=[CH:35][CH:36]=[CH:37][CH:38]=2)[N:33]=1.CN(C=O)C.CCN(C(C)C)C(C)C. (6) The reactants are: [F:1][C:2]([F:31])([F:30])[C:3]1[CH:12]=[CH:11][C:10]2[CH2:13][N:14](C(OCC3C=CC=CC=3)=O)[CH2:15][CH2:16][N:8]3[C:9]=2[C:4]=1[CH:5]1[CH2:29][CH2:28][CH2:27][CH:6]1[CH2:7]3.FC(F)(F)S(O)(=O)=O.C1(OC)C=CC=CC=1.[OH-].[Na+].C(Cl)[Cl:51]. Given the product [ClH:51].[F:30][C:2]([F:1])([F:31])[C:3]1[CH:12]=[CH:11][C:10]2[CH2:13][NH:14][CH2:15][CH2:16][N:8]3[C:9]=2[C:4]=1[CH:5]1[CH2:29][CH2:28][CH2:27][CH:6]1[CH2:7]3, predict the reactants needed to synthesize it. (7) Given the product [CH3:12][O:13][C:14](=[O:28])[CH:15]([NH:27][S:8]([C:5]1[CH:6]=[CH:7][C:2]([Cl:1])=[CH:3][CH:4]=1)(=[O:10])=[O:9])[CH:16]([CH2:17][C:18]([F:21])([F:20])[F:19])[CH2:22][C:23]([F:25])([F:26])[F:24], predict the reactants needed to synthesize it. The reactants are: [Cl:1][C:2]1[CH:7]=[CH:6][C:5]([S:8](Cl)(=[O:10])=[O:9])=[CH:4][CH:3]=1.[CH3:12][O:13][C:14](=[O:28])[CH:15]([NH2:27])[CH:16]([CH2:22][C:23]([F:26])([F:25])[F:24])[CH2:17][C:18]([F:21])([F:20])[F:19].N1C=CC=CC=1.